Dataset: Reaction yield outcomes from USPTO patents with 853,638 reactions. Task: Predict the reaction yield, written as a fraction of the theoretical maximum amount of product (1.0 means a 100% yield; for example, 0.34 means a 34% yield). (1) The reactants are ClC(Cl)(Cl)C(C1[C:13]2[C:8](=[N:9][CH:10]=[CH:11][C:12]=2[O:14][C:15]2[CH:20]=[CH:19][C:18]([N+:21]([O-:23])=[O:22])=[CH:17][C:16]=2[F:24])[NH:7][CH:6]=1)=O.CO.C1COCC1.[OH-].[Na+].C[CH2:37][O:38][C:39]([CH3:41])=[O:40]. No catalyst specified. The product is [F:24][C:16]1[CH:17]=[C:18]([N+:21]([O-:23])=[O:22])[CH:19]=[CH:20][C:15]=1[O:14][C:12]1[CH:11]=[CH:10][N:9]=[C:8]2[NH:7][CH:6]=[C:41]([C:39]([O:38][CH3:37])=[O:40])[C:13]=12. The yield is 0.610. (2) The catalyst is C(O)(=O)C. The yield is 0.741. The reactants are [Cl:1][C:2]1[C:3]([O:20][CH3:21])=[C:4]([C:8]([CH3:19])([CH3:18])[CH2:9][C:10]([OH:17])([C:13]([F:16])([F:15])[F:14])[CH:11]=O)[CH:5]=[CH:6][CH:7]=1.[NH2:22][C:23]1[CH:31]=[CH:30][CH:29]=[C:28]2[C:24]=1[CH:25]=[N:26][NH:27]2. The product is [F:14][C:13]([F:15])([F:16])[C:10]([CH:11]=[N:22][C:23]1[CH:31]=[CH:30][CH:29]=[C:28]2[C:24]=1[CH:25]=[N:26][NH:27]2)([OH:17])[CH2:9][C:8]([C:4]1[CH:5]=[CH:6][CH:7]=[C:2]([Cl:1])[C:3]=1[O:20][CH3:21])([CH3:19])[CH3:18]. (3) The reactants are [C:1]([N:5]1[C:9]2=[N:10][C:11]([NH:14][C:15](=[O:23])[C:16]3[CH:21]=[CH:20][C:19]([CH3:22])=[CH:18][CH:17]=3)=[CH:12][CH:13]=[C:8]2[C:7]([C:24](O)=[O:25])=[CH:6]1)([CH3:4])([CH3:3])[CH3:2].F[P-](F)(F)(F)(F)F.[CH3:34][N+:35](C)=[C:36](N(C)C)ON1C2N=CC=CC=2N=N1.C(N(CC)CC)C. The catalyst is CN(C=O)C. The product is [CH3:34][N:35]([CH3:36])[C:24]([C:7]1[C:8]2[C:9](=[N:10][C:11]([NH:14][C:15](=[O:23])[C:16]3[CH:21]=[CH:20][C:19]([CH3:22])=[CH:18][CH:17]=3)=[CH:12][CH:13]=2)[N:5]([C:1]([CH3:3])([CH3:4])[CH3:2])[CH:6]=1)=[O:25]. The yield is 0.100. (4) The reactants are Br.[Br:2][C:3]1[CH:4]=[C:5]([NH:12][C:13]2[CH:18]=[CH:17][C:16]([N:19]3[CH2:24][CH2:23][NH:22][CH2:21][C@@H:20]3[CH3:25])=[CH:15][N:14]=2)[C:6]2[N:7]([CH:9]=[CH:10][N:11]=2)[N:8]=1.[O:26]1[CH2:29][C:28](=O)[CH2:27]1.[BH3-]C#N.[Na+]. The catalyst is CO.[Cl-].[Cl-].[Zn+2]. The product is [Br:2][C:3]1[CH:4]=[C:5]([NH:12][C:13]2[CH:18]=[CH:17][C:16]([N:19]3[CH2:24][CH2:23][N:22]([CH:28]4[CH2:29][O:26][CH2:27]4)[CH2:21][C@@H:20]3[CH3:25])=[CH:15][N:14]=2)[C:6]2[N:7]([CH:9]=[CH:10][N:11]=2)[N:8]=1. The yield is 0.220. (5) The reactants are [O:1]=[C:2]1[NH:6][C:5]([C:7]([N:9]2[CH2:14][CH2:13][N:12]([C:15]([O:17][C:18]([CH3:21])([CH3:20])[CH3:19])=[O:16])[CH2:11][CH2:10]2)=[O:8])=[C:4]([C:22]2[CH:27]=[CH:26][CH:25]=[CH:24][CH:23]=2)[N:3]1[CH:28]1[CH2:33][CH2:32][CH2:31][NH:30][CH2:29]1.[C:34](OC(=O)C)(=[O:36])[CH3:35]. The catalyst is C(Cl)Cl. The product is [C:34]([N:30]1[CH2:31][CH2:32][CH2:33][CH:28]([N:3]2[C:4]([C:22]3[CH:27]=[CH:26][CH:25]=[CH:24][CH:23]=3)=[C:5]([C:7]([N:9]3[CH2:10][CH2:11][N:12]([C:15]([O:17][C:18]([CH3:21])([CH3:20])[CH3:19])=[O:16])[CH2:13][CH2:14]3)=[O:8])[NH:6][C:2]2=[O:1])[CH2:29]1)(=[O:36])[CH3:35]. The yield is 1.00. (6) The reactants are [O:1]1[C:5]2[CH:6]=[CH:7][C:8]([C:10]3([C:13]([NH:15][C:16]4[CH:17]=[C:18]([C:23]5[CH:28]=[CH:27][C:26]([C:29]#[N:30])=[C:25]([Cl:31])[CH:24]=5)[C:19]([CH3:22])=[CH:20][CH:21]=4)=[O:14])[CH2:12][CH2:11]3)=[CH:9][C:4]=2[O:3][CH2:2]1.[Cl-].[NH4+].[N-:34]=[N+:35]=[N-:36].[Na+]. The catalyst is CN(C=O)C. The product is [O:1]1[C:5]2[CH:6]=[CH:7][C:8]([C:10]3([C:13]([NH:15][C:16]4[CH:17]=[C:18]([C:23]5[CH:28]=[CH:27][C:26]([C:29]6[N:34]=[N:35][NH:36][N:30]=6)=[C:25]([Cl:31])[CH:24]=5)[C:19]([CH3:22])=[CH:20][CH:21]=4)=[O:14])[CH2:12][CH2:11]3)=[CH:9][C:4]=2[O:3][CH2:2]1. The yield is 0.0900. (7) The reactants are C(S)C.[H-].[Na+].[CH2:6]([O:13][C:14]1[CH:19]=[C:18]([O:20]CC2C=CC=CC=2)[CH:17]=[C:16]([O:28][CH2:29][C:30]2[CH:35]=[CH:34][CH:33]=[CH:32][CH:31]=2)[CH:15]=1)[C:7]1[CH:12]=[CH:11][CH:10]=[CH:9][CH:8]=1.O. The catalyst is CN(C=O)C. The product is [CH2:29]([O:28][C:16]1[CH:17]=[C:18]([OH:20])[CH:19]=[C:14]([O:13][CH2:6][C:7]2[CH:12]=[CH:11][CH:10]=[CH:9][CH:8]=2)[CH:15]=1)[C:30]1[CH:31]=[CH:32][CH:33]=[CH:34][CH:35]=1. The yield is 0.110.